Dataset: Full USPTO retrosynthesis dataset with 1.9M reactions from patents (1976-2016). Task: Predict the reactants needed to synthesize the given product. (1) Given the product [Br:1][C:2]1[CH:3]=[CH:4][C:5]([C:8]2[N:18]([OH:26])[C:17]([C:27]3[C:28]([O:34][CH3:35])=[N:29][CH:30]=[CH:31][C:32]=3[I:33])=[N:10][CH:9]=2)=[CH:6][CH:7]=1, predict the reactants needed to synthesize it. The reactants are: [Br:1][C:2]1[CH:7]=[CH:6][C:5]([C:8](=O)[CH:9]=[N:10]O)=[CH:4][CH:3]=1.C(C1N=[C:17]([C:27]2[C:28]([O:34][CH3:35])=[N:29][CH:30]=[CH:31][C:32]=2[I:33])[N:18]([OH:26])C=1C1C=CC=CC=1)C. (2) The reactants are: [C:1]([O:11][CH:12]([CH3:14])[CH3:13])(=[O:10])/[CH:2]=[CH:3]/[C:4]([O:6][CH:7]([CH3:9])[CH3:8])=[O:5].[C:15]([O:24][CH2:25][CH3:26])(=[O:23])/[CH:16]=[CH:17]/[C:18]([O:20][CH2:21][CH3:22])=[O:19].[C:27]([O:31][CH2:32][CH2:33][OH:34])(=[O:30])[CH:28]=[CH2:29].CCCCCC. Given the product [C:4]([O:6][CH:7]([CH3:9])[CH3:8])(=[O:5])/[CH:3]=[CH:2]/[C:1]([O:11][CH:12]([CH3:14])[CH3:13])=[O:10].[C:18]([O:20][CH2:21][CH3:22])(=[O:19])/[CH:17]=[CH:16]/[C:15]([O:24][CH2:25][CH3:26])=[O:23].[C:27]([O:31][CH2:32][CH2:33][OH:34])(=[O:30])[CH:28]=[CH2:29], predict the reactants needed to synthesize it. (3) Given the product [ClH:21].[NH2:13][C:6]12[CH2:11][CH:10]3[CH2:9][CH:8]([CH2:12][CH:4]([NH:3][C:2]3=[O:1])[CH2:5]1)[CH2:7]2.[ClH:21], predict the reactants needed to synthesize it. The reactants are: [O:1]=[C:2]1[CH:10]2[CH2:11][C:6]3([NH:13]C(=O)OC(C)(C)C)[CH2:7][CH:8]([CH2:12][CH:4]([CH2:5]3)[NH:3]1)[CH2:9]2.[ClH:21].